From a dataset of Reaction yield outcomes from USPTO patents with 853,638 reactions. Predict the reaction yield, written as a fraction of the theoretical maximum amount of product (1.0 means a 100% yield; for example, 0.34 means a 34% yield). (1) The yield is 0.300. The reactants are Br[C:2]1[C:7]2[S:8][CH:9]=[CH:10][C:6]=2[CH:5]=[CH:4][CH:3]=1.[CH:11]1[C:20]2[C:15](=[CH:16][CH:17]=[CH:18][CH:19]=2)[C:14](B(O)O)=[CH:13][N:12]=1.O1CCOCC1.[O-]P([O-])([O-])=O.[K+].[K+].[K+]. The catalyst is C(Cl)Cl.C1C=CC(P(C2C=CC=CC=2)[C-]2C=CC=C2)=CC=1.C1C=CC(P(C2C=CC=CC=2)[C-]2C=CC=C2)=CC=1.Cl[Pd]Cl.[Fe+2].C(Cl)Cl. The product is [S:8]1[CH:9]=[CH:10][C:6]2[CH:5]=[CH:4][CH:3]=[C:2]([C:14]3[C:15]4[C:20](=[CH:19][CH:18]=[CH:17][CH:16]=4)[CH:11]=[N:12][CH:13]=3)[C:7]1=2. (2) The reactants are [F:1][C:2]1[CH:7]=[C:6]([N+:8]([O-:10])=[O:9])[CH:5]=[CH:4][C:3]=1[CH3:11].BrN1C(=O)CCC1=O.[NH:20]1[CH2:25][CH2:24][O:23][CH2:22][CH2:21]1.C(OCC)(=O)C. The catalyst is C(Cl)(Cl)(Cl)Cl.C(OOC(=O)C1C=CC=CC=1)(=O)C1C=CC=CC=1. The product is [F:1][C:2]1[CH:7]=[C:6]([N+:8]([O-:10])=[O:9])[CH:5]=[CH:4][C:3]=1[CH2:11][N:20]1[CH2:25][CH2:24][O:23][CH2:22][CH2:21]1. The yield is 0.550. (3) The product is [NH2:7][C@H:8]1[CH2:12][CH2:11][N:10]([C:13]([C:15]2[N:19]3[CH:20]=[C:21]([N:24]4[CH2:28][CH2:27][CH2:26][C@H:25]4[C:29]4[CH:34]=[C:33]([F:35])[CH:32]=[CH:31][C:30]=4[F:36])[CH:22]=[CH:23][C:18]3=[N:17][CH:16]=2)=[O:14])[CH2:9]1. The catalyst is O1CCOCC1. The yield is 0.547. The reactants are C(OC(=O)[NH:7][C@H:8]1[CH2:12][CH2:11][N:10]([C:13]([C:15]2[N:19]3[CH:20]=[C:21]([N:24]4[CH2:28][CH2:27][CH2:26][C@H:25]4[C:29]4[CH:34]=[C:33]([F:35])[CH:32]=[CH:31][C:30]=4[F:36])[CH:22]=[CH:23][C:18]3=[N:17][CH:16]=2)=[O:14])[CH2:9]1)(C)(C)C.Cl.O1CCOCC1. (4) The reactants are [CH3:1]I.[N+:3]([C:6]1[CH:14]=[CH:13][CH:12]=[C:8](C(O)=O)[C:7]=1[C:15]([OH:17])=[O:16])([O-:5])=[O:4].[C:18](=[O:21])(O)[O-].[Na+].CN([CH:26]=[O:27])C. No catalyst specified. The product is [CH3:18][O:21][C:26](=[O:27])[C:8]1[C:7](=[C:6]([N+:3]([O-:5])=[O:4])[CH:14]=[CH:13][CH:12]=1)[C:15]([O:17][CH3:1])=[O:16]. The yield is 0.950. (5) The reactants are [NH2:1][NH2:2].[F:3][C:4]1[CH:9]=[CH:8][C:7]([CH2:10][C:11](Cl)=[O:12])=[CH:6][CH:5]=1.C([O-])(O)=O.[Na+]. The catalyst is C(Cl)Cl. The product is [F:3][C:4]1[CH:9]=[CH:8][C:7]([CH2:10][C:11]([NH:1][NH2:2])=[O:12])=[CH:6][CH:5]=1. The yield is 1.24. (6) The reactants are [Cl:1][C:2]1[CH:7]=[C:6]([CH2:8][OH:9])[CH:5]=[C:4]([OH:10])[C:3]=1[C:11]([C:13]1[CH:18]=[CH:17][C:16]([O:19][CH2:20][CH3:21])=[CH:15][CH:14]=1)=[O:12].[C:22](OC=C)(=[O:24])[CH3:23].CCCC[Sn](Cl)(O[Sn](Cl)(CCCC)CCCC)CCCC.C(OCC1C=C(O)C(C(C2C=CC(OC)=CC=2)=O)=C(Cl)C=1)(=O)C. The catalyst is O1CCCC1. The product is [C:22]([O:9][CH2:8][C:6]1[CH:5]=[C:4]([OH:10])[C:3]([C:11]([C:13]2[CH:18]=[CH:17][C:16]([O:19][CH2:20][CH3:21])=[CH:15][CH:14]=2)=[O:12])=[C:2]([Cl:1])[CH:7]=1)(=[O:24])[CH3:23]. The yield is 0.860. (7) The reactants are [F:1][C:2]1[CH:26]=[CH:25][C:5]2[C:6]3[N:7]([CH:15]=[C:16]([CH:18]4[CH2:23][CH2:22][C:21](=O)[CH2:20][CH2:19]4)[N:17]=3)[C:8]3[CH:9]=[CH:10][NH:11]C(=O)[C:13]=3[C:4]=2[CH:3]=1.CO.Cl.[NH2:30][OH:31].[C:32](=[O:35])(O)[O-].[K+]. No catalyst specified. The product is [F:1][C:2]1[CH:26]=[CH:25][C:5]2[C:6]3[N:7]([CH:15]=[C:16]([CH:18]4[CH2:19][CH2:20][C:21](=[N:30][OH:31])[CH2:22][CH2:23]4)[N:17]=3)[C:8]3[CH:9]=[CH:10][NH:11][C:32](=[O:35])[C:13]=3[C:4]=2[CH:3]=1. The yield is 0.823. (8) The reactants are [NH2:1][N:2]1[C:7](=[O:8])[C:6]([C:9]2[NH:14][C:13]3[CH:15]=[CH:16][CH:17]=[CH:18][C:12]=3[S:11](=[O:20])(=[O:19])[N:10]=2)=[C:5]([OH:21])[C:4]2[S:22][CH:23]=[CH:24][C:3]1=2.[CH:25](=O)[C:26]1[CH:31]=[CH:30][CH:29]=[N:28][CH:27]=1. The catalyst is CN(C)C(=O)C. The product is [O:19]=[S:11]1(=[O:20])[C:12]2[CH:18]=[CH:17][CH:16]=[CH:15][C:13]=2[NH:14][C:9]([C:6]2[C:7](=[O:8])[N:2]([N:1]=[CH:25][C:26]3[CH:27]=[N:28][CH:29]=[CH:30][CH:31]=3)[C:3]3[CH:24]=[CH:23][S:22][C:4]=3[C:5]=2[OH:21])=[N:10]1. The yield is 0.840. (9) The reactants are [NH2:1][C:2]([C:9]1[CH:18]=[CH:17][C:16]2[C:11](=[CH:12][CH:13]=[C:14]([O:19][CH2:20][CH2:21][CH2:22][CH2:23][CH2:24][CH2:25][CH3:26])[CH:15]=2)[N:10]=1)([CH3:8])[C:3](OCC)=[O:4].CO.O1CCCC1.[BH4-].[Na+]. No catalyst specified. The product is [NH2:1][C:2]([C:9]1[CH:18]=[CH:17][C:16]2[C:11](=[CH:12][CH:13]=[C:14]([O:19][CH2:20][CH2:21][CH2:22][CH2:23][CH2:24][CH2:25][CH3:26])[CH:15]=2)[N:10]=1)([CH3:8])[CH2:3][OH:4]. The yield is 0.700. (10) The reactants are N[C:2]1C=C(Br)C=CC=1C(OC)=O.[Br:13][C:14]1[CH:22]=[CH:21][C:17]([C:18]([OH:20])=[O:19])=[C:16]([N+:23]([O-:25])=[O:24])[CH:15]=1.N1(C2CCCCCCCCCC2)CCCNCCCCCC1.CI. The catalyst is CN(C=O)C.O. The product is [Br:13][C:14]1[CH:22]=[CH:21][C:17]([C:18]([O:20][CH3:2])=[O:19])=[C:16]([N+:23]([O-:25])=[O:24])[CH:15]=1. The yield is 0.900.